Task: Predict the product of the given reaction.. Dataset: Forward reaction prediction with 1.9M reactions from USPTO patents (1976-2016) (1) Given the reactants C(Cl)(=O)C(Cl)=O.[Cl:7][C:8]1[CH:13]=[CH:12][C:11]([C:14]2[N:15]=[C:16]([C:30]([NH:32][N:33]3[CH2:38][CH2:37][CH2:36][CH2:35][CH2:34]3)=[O:31])[C:17]([C:27]([OH:29])=O)=[N:18][C:19]=2[C:20]2[CH:25]=[CH:24][C:23]([Cl:26])=[CH:22][CH:21]=2)=[CH:10][CH:9]=1.O.C(=O)([O-])[O-].[Na+].[Na+], predict the reaction product. The product is: [Cl:7][C:8]1[CH:13]=[CH:12][C:11]([C:14]2[N:15]=[C:16]3[C:30](=[O:31])[N:32]([N:33]4[CH2:34][CH2:35][CH2:36][CH2:37][CH2:38]4)[C:27](=[O:29])[C:17]3=[N:18][C:19]=2[C:20]2[CH:21]=[CH:22][C:23]([Cl:26])=[CH:24][CH:25]=2)=[CH:10][CH:9]=1. (2) Given the reactants [CH3:1][C:2]1[CH:6]=[C:5]([N:7]2[CH2:11][CH2:10][N:9]([CH2:12][C:13]3[CH:18]=[CH:17][C:16]([C:19]([F:22])([F:21])[F:20])=[CH:15][CH:14]=3)[C:8]2=[O:23])[S:4][C:3]=1[C:24](O)=[O:25].ON1C2C=CC=CC=2N=N1.Cl.C(N=C=NCCCN(C)C)C.C(N(CC)C(C)C)(C)C.[NH2:58][CH2:59][C:60]1[CH:61]=[N:62][CH:63]=[CH:64][CH:65]=1, predict the reaction product. The product is: [CH3:1][C:2]1[CH:6]=[C:5]([N:7]2[CH2:11][CH2:10][N:9]([CH2:12][C:13]3[CH:18]=[CH:17][C:16]([C:19]([F:21])([F:20])[F:22])=[CH:15][CH:14]=3)[C:8]2=[O:23])[S:4][C:3]=1[C:24]([NH:58][CH2:59][C:60]1[CH:61]=[N:62][CH:63]=[CH:64][CH:65]=1)=[O:25]. (3) Given the reactants [F:1][C:2]([F:18])([F:17])[C:3]([NH:5][CH:6]([CH3:16])[CH2:7][C:8]1[CH:13]=[CH:12][CH:11]=[C:10]([O:14][CH3:15])[CH:9]=1)=[O:4].C([O-])([O-])=O.[Ca+2].[I:24]Cl, predict the reaction product. The product is: [F:1][C:2]([F:17])([F:18])[C:3]([NH:5][CH:6]([CH3:16])[CH2:7][C:8]1[CH:9]=[C:10]([O:14][CH3:15])[CH:11]=[CH:12][C:13]=1[I:24])=[O:4]. (4) Given the reactants [NH2:1][C:2]1[S:3][C:4]2[CH2:10][CH:9]([NH:11][CH2:12][CH2:13][CH3:14])[CH2:8][CH2:7][C:5]=2[N:6]=1.[BrH:15], predict the reaction product. The product is: [BrH:15].[NH2:1][C:2]1[S:3][C:4]2[CH2:10][CH:9]([NH:11][CH2:12][CH2:13][CH3:14])[CH2:8][CH2:7][C:5]=2[N:6]=1. (5) Given the reactants [F:1][CH:2]([F:13])[O:3][C:4]1[CH:5]=[C:6]2[C:10](=[CH:11][CH:12]=1)[NH:9][CH:8]=[CH:7]2.P(Cl)(Cl)(Cl)=O.CN([CH:22]=[O:23])C.Cl([O-])=[O:25].[Na+].P([O-])(O)(O)=O.[Na+], predict the reaction product. The product is: [F:13][CH:2]([F:1])[O:3][C:4]1[CH:5]=[C:6]2[C:10](=[CH:11][CH:12]=1)[NH:9][CH:8]=[C:7]2[C:22]([OH:23])=[O:25]. (6) Given the reactants CI.[C:3](=O)([O-])O.[K+].[O:8]=[C:9]1[C:18]2[CH:19]=[C:20]([S:23][CH2:24][C:25]([OH:27])=[O:26])[CH:21]=[CH:22][C:17]=2[O:16][CH2:15][C:14]2[CH:13]=[CH:12][S:11][C:10]1=2, predict the reaction product. The product is: [O:8]=[C:9]1[C:18]2[CH:19]=[C:20]([S:23][CH2:24][C:25]([O:27][CH3:3])=[O:26])[CH:21]=[CH:22][C:17]=2[O:16][CH2:15][C:14]2[CH:13]=[CH:12][S:11][C:10]1=2. (7) The product is: [CH3:26][O:25][C:23]([NH:2][C@@H:3]([CH2:8][C:9]1[CH:14]=[CH:13][CH:12]=[CH:11][CH:10]=1)[C:4](=[O:7])[CH2:5][Cl:6])=[O:24]. Given the reactants Cl.[NH2:2][C@@H:3]([CH2:8][C:9]1[CH:14]=[CH:13][CH:12]=[CH:11][CH:10]=1)[C:4](=[O:7])[CH2:5][Cl:6].C1(C)C=CC=CC=1.Cl[C:23]([O:25][CH3:26])=[O:24].C(=O)([O-])O.[Na+], predict the reaction product. (8) Given the reactants FC1(C2C=CC=CN=2)CCNCC1.N1C=CC=CC=1C1(C#N)CCNCC1.Cl.Cl.[N:30]1[CH:35]=[CH:34][CH:33]=[CH:32][C:31]=1[C:36]1([OH:42])[CH2:41][CH2:40][NH:39][CH2:38][CH2:37]1.C(N(CC)CC)C.[C:50](O[C:50]([O:52][C:53]([CH3:56])([CH3:55])[CH3:54])=[O:51])([O:52][C:53]([CH3:56])([CH3:55])[CH3:54])=[O:51], predict the reaction product. The product is: [OH:42][C:36]1([C:31]2[CH:32]=[CH:33][CH:34]=[CH:35][N:30]=2)[CH2:37][CH2:38][N:39]([C:50]([O:52][C:53]([CH3:56])([CH3:55])[CH3:54])=[O:51])[CH2:40][CH2:41]1. (9) Given the reactants [N+:1]([CH3:4])([O-:3])=[O:2].[CH3:5][CH:6]([CH3:15])[CH2:7][CH:8]=[CH:9][C:10]([O:12][CH2:13][CH3:14])=[O:11].C1CCN2C(=NCCC2)CC1, predict the reaction product. The product is: [N+:1]([CH2:4][CH:8]([CH2:7][CH:6]([CH3:5])[CH3:15])[CH2:9][C:10]([O:12][CH2:13][CH3:14])=[O:11])([O-:3])=[O:2]. (10) Given the reactants O=P(Cl)(Cl)[Cl:3].[Br:6][C:7]1[CH:8]=[C:9]2[C:14](=[CH:15][CH:16]=1)[N:13]=[C:12]([CH3:17])[CH:11]=[C:10]2O, predict the reaction product. The product is: [Br:6][C:7]1[CH:8]=[C:9]2[C:14](=[CH:15][CH:16]=1)[N:13]=[C:12]([CH3:17])[CH:11]=[C:10]2[Cl:3].